This data is from Forward reaction prediction with 1.9M reactions from USPTO patents (1976-2016). The task is: Predict the product of the given reaction. (1) Given the reactants Cl[C:2]1C(Cl)=C(O)C(C#N)=C(C#N)[C:3]=1O.[F:15][C:16]1[C:24]([N+:25]([O-:27])=[O:26])=[CH:23][CH:22]=[C:21]2[C:17]=1[CH2:18][CH2:19][NH:20]2, predict the reaction product. The product is: [CH2:2]([N:20]1[C:21]2[C:17](=[C:16]([F:15])[C:24]([N+:25]([O-:27])=[O:26])=[CH:23][CH:22]=2)[CH:18]=[CH:19]1)[CH3:3]. (2) Given the reactants [F:1][C:2]1[CH:3]=[C:4]([C:8]2[C:16](C(O)=O)=[C:15]3[N:10]([N:11]=[C:12]([O:20][CH3:21])[CH:13]=[CH:14]3)[N:9]=2)[CH:5]=[CH:6][CH:7]=1.C1C(=O)N([Br:29])C(=O)C1, predict the reaction product. The product is: [Br:29][C:16]1[C:8]([C:4]2[CH:5]=[CH:6][CH:7]=[C:2]([F:1])[CH:3]=2)=[N:9][N:10]2[C:15]=1[CH:14]=[CH:13][C:12]([O:20][CH3:21])=[N:11]2. (3) The product is: [NH2:1][C:4]1[CH:12]=[C:11]2[C:7]([CH:8]=[CH:9][N:10]2[CH2:13][C:14]([O:16][C:17]([CH3:20])([CH3:19])[CH3:18])=[O:15])=[CH:6][CH:5]=1. Given the reactants [N+:1]([C:4]1[CH:12]=[C:11]2[C:7]([CH:8]=[CH:9][N:10]2[CH2:13][C:14]([O:16][C:17]([CH3:20])([CH3:19])[CH3:18])=[O:15])=[CH:6][CH:5]=1)([O-])=O.[Cl-].[NH4+], predict the reaction product. (4) Given the reactants [OH:1][CH2:2][C@:3]12[CH2:37][CH2:36][C@@H:35]([C:38]([CH3:40])=[CH2:39])[C@@H:4]1[C@@H:5]1[C@@:18]([CH3:21])([CH2:19][CH2:20]2)[C@@:17]2([CH3:22])[C@@H:8]([C@:9]3([CH3:34])[C@@H:14]([CH2:15][CH2:16]2)[C:13]([CH3:24])([CH3:23])[C:12]([C:25]2[CH:33]=[CH:32][C:28]([C:29]([OH:31])=[O:30])=[CH:27][CH:26]=2)=[CH:11][CH2:10]3)[CH2:7][CH2:6]1.[CH3:41][Si](C=[N+]=[N-])(C)C, predict the reaction product. The product is: [OH:1][CH2:2][C@:3]12[CH2:37][CH2:36][C@@H:35]([C:38]([CH3:40])=[CH2:39])[C@@H:4]1[C@@H:5]1[C@@:18]([CH3:21])([CH2:19][CH2:20]2)[C@@:17]2([CH3:22])[C@@H:8]([C@:9]3([CH3:34])[C@@H:14]([CH2:15][CH2:16]2)[C:13]([CH3:24])([CH3:23])[C:12]([C:25]2[CH:33]=[CH:32][C:28]([C:29]([O:31][CH3:41])=[O:30])=[CH:27][CH:26]=2)=[CH:11][CH2:10]3)[CH2:7][CH2:6]1. (5) Given the reactants [Cl:1][C:2]1[C:11](=[O:12])[C:10]2[C:5](=[CH:6][CH:7]=[CH:8][CH:9]=2)[C:4](=[O:13])[C:3]=1[C:14]1[C:15](=[O:32])[C:16]2[C:21]([C:22](=[O:25])[C:23]=1O)=[CH:20][C:19]([CH2:26][CH2:27][CH:28]=[C:29]([CH3:31])[CH3:30])=[CH:18][CH:17]=2.C(Cl)(=O)C([Cl:36])=O.CN(C)C=O.O, predict the reaction product. The product is: [Cl:36][C:23]1[C:22](=[O:25])[C:21]2[C:16](=[CH:17][CH:18]=[C:19]([CH2:26][CH2:27][CH:28]=[C:29]([CH3:31])[CH3:30])[CH:20]=2)[C:15](=[O:32])[C:14]=1[C:3]1[C:4](=[O:13])[C:5]2[C:10]([C:11](=[O:12])[C:2]=1[Cl:1])=[CH:9][CH:8]=[CH:7][CH:6]=2. (6) Given the reactants [NH2:1][C:2]1[CH:7]=[CH:6][CH:5]=[CH:4][N:3]=1.[CH:8]1([N+:14]#[C-:15])[CH2:13][CH2:12][CH2:11][CH2:10][CH2:9]1.[CH:16](=O)[C:17]1[O:21][CH:20]=[CH:19][CH:18]=1.[C:23]([Cl:26])(=[O:25])[CH3:24], predict the reaction product. The product is: [Cl-:26].[C:23]([N+:1]1[C:16]([C:17]2[O:21][CH:20]=[CH:19][CH:18]=2)=[C:15]([NH:14][CH:8]2[CH2:13][CH2:12][CH2:11][CH2:10][CH2:9]2)[N:3]2[CH:4]=[CH:5][CH:6]=[CH:7][C:2]=12)(=[O:25])[CH3:24].